From a dataset of Forward reaction prediction with 1.9M reactions from USPTO patents (1976-2016). Predict the product of the given reaction. Given the reactants [NH2:1][C:2]1[N:7]=[C:6]([C:8]2[NH:12][C:11]([C:13]3[CH:18]=[C:17]([Cl:19])[CH:16]=[CH:15][C:14]=3[CH2:20][CH3:21])=[C:10]([C:22]([O:24][CH2:25][CH3:26])=[O:23])[CH:9]=2)[CH:5]=[CH:4][N:3]=1.[Br:27]N1C(=O)CCC1=O.O, predict the reaction product. The product is: [NH2:1][C:2]1[N:7]=[C:6]([C:8]2[NH:12][C:11]([C:13]3[CH:18]=[C:17]([Cl:19])[CH:16]=[CH:15][C:14]=3[CH2:20][CH3:21])=[C:10]([C:22]([O:24][CH2:25][CH3:26])=[O:23])[CH:9]=2)[C:5]([Br:27])=[CH:4][N:3]=1.